This data is from Full USPTO retrosynthesis dataset with 1.9M reactions from patents (1976-2016). The task is: Predict the reactants needed to synthesize the given product. (1) Given the product [CH2:20]([O:22][C:23](=[O:24])[CH2:37][CH:31]1[O:30][B:29]([OH:33])[C:18]2[CH:19]=[C:20]([O:22][CH:23]3[CH2:28][CH2:27][CH2:26][CH2:25][O:24]3)[CH:21]=[C:14]([O:13][CH2:6][C:7]3[CH:8]=[CH:9][CH:10]=[CH:11][CH:12]=3)[C:15]1=2)[CH3:19], predict the reactants needed to synthesize it. The reactants are: C[Si](Cl)(C)C.[CH2:6]([O:13][C:14]1[CH:21]=[C:20]([O:22][CH:23]2[CH2:28][CH2:27][CH2:26][CH2:25][O:24]2)[CH:19]=[C:18]([B:29]2[O:33]C(C)(C)[C:31]([CH3:37])(C)[O:30]2)[C:15]=1C=O)[C:7]1[CH:12]=[CH:11][CH:10]=[CH:9][CH:8]=1. (2) Given the product [CH2:1]1[C@H:8]2[C@H:4]([CH2:5][CH:6]([OH:9])[CH2:7]2)[CH2:3][C:2]21[O:10][CH2:11][CH2:12][O:13]2, predict the reactants needed to synthesize it. The reactants are: [CH2:1]1[C@H:8]2[C@H:4]([CH2:5][C:6](=[O:9])[CH2:7]2)[CH2:3][C:2]21[O:13][CH2:12][CH2:11][O:10]2.[BH4-].[Na+].